From a dataset of NCI-60 drug combinations with 297,098 pairs across 59 cell lines. Regression. Given two drug SMILES strings and cell line genomic features, predict the synergy score measuring deviation from expected non-interaction effect. (1) Drug 2: CC(C)NC(=O)C1=CC=C(C=C1)CNNC.Cl. Synergy scores: CSS=-1.64, Synergy_ZIP=-0.435, Synergy_Bliss=-2.27, Synergy_Loewe=-2.75, Synergy_HSA=-2.59. Drug 1: C(=O)(N)NO. Cell line: MDA-MB-231. (2) Drug 1: CC(C)(C#N)C1=CC(=CC(=C1)CN2C=NC=N2)C(C)(C)C#N. Drug 2: CC1=C(C=C(C=C1)C(=O)NC2=CC(=CC(=C2)C(F)(F)F)N3C=C(N=C3)C)NC4=NC=CC(=N4)C5=CN=CC=C5. Cell line: ACHN. Synergy scores: CSS=-9.59, Synergy_ZIP=3.01, Synergy_Bliss=-4.24, Synergy_Loewe=-11.5, Synergy_HSA=-11.4. (3) Drug 1: C1=CC(=CC=C1C#N)C(C2=CC=C(C=C2)C#N)N3C=NC=N3. Drug 2: CC1=C(C(=O)C2=C(C1=O)N3CC4C(C3(C2COC(=O)N)OC)N4)N. Synergy scores: CSS=14.3, Synergy_ZIP=-2.15, Synergy_Bliss=-0.851, Synergy_Loewe=-9.57, Synergy_HSA=-2.07. Cell line: MCF7.